This data is from Forward reaction prediction with 1.9M reactions from USPTO patents (1976-2016). The task is: Predict the product of the given reaction. (1) Given the reactants [Br:1][C:2]1[CH:3]=[C:4]([SH:8])[CH:5]=[CH:6][CH:7]=1.[H-].[Na+].[CH3:11][O:12][CH:13]([O:16][CH3:17])[CH2:14]Br, predict the reaction product. The product is: [Br:1][C:2]1[CH:7]=[CH:6][CH:5]=[C:4]([S:8][CH2:14][CH:13]([O:16][CH3:17])[O:12][CH3:11])[CH:3]=1. (2) Given the reactants [CH3:1][C:2]([CH3:46])([CH3:45])[C:3]([C:5]1[C:13]2[C:8](=[N:9][CH:10]=[C:11]([C:14]3[CH:15]=[C:16](OS(C(F)(F)C(F)(F)C(F)(F)C(F)(F)F)(=O)=O)[CH:17]=[CH:18][CH:19]=3)[N:12]=2)[N:7](COCC[Si](C)(C)C)[CH:6]=1)=[O:4].[N:47]1[N:48]=[CH:49][N:50]2[CH2:55][CH2:54][NH:53][CH2:52][C:51]=12.[O-]P([O-])([O-])=O.[K+].[K+].[K+], predict the reaction product. The product is: [N:47]1[N:48]=[CH:49][N:50]2[CH2:55][CH2:54][N:53]([C:16]3[CH:15]=[C:14]([C:11]4[N:12]=[C:13]5[C:5]([C:3](=[O:4])[C:2]([CH3:45])([CH3:1])[CH3:46])=[CH:6][NH:7][C:8]5=[N:9][CH:10]=4)[CH:19]=[CH:18][CH:17]=3)[CH2:52][C:51]=12. (3) Given the reactants [F:1][C:2]1[CH:7]=[CH:6][C:5]([N+:8]([O-:10])=[O:9])=[CH:4][C:3]=1[C@:11]([NH:16][S@@:17]([C:19]([CH3:22])([CH3:21])[CH3:20])=[O:18])([CH3:15])[CH2:12][CH2:13][OH:14].CC(OI1(OC(C)=O)(OC(C)=O)OC(=O)C2C=CC=CC1=2)=O.C([O-])(O)=O.[Na+].O.O.O.O.O.S([O-])([O-])(=O)=S.[Na+].[Na+], predict the reaction product. The product is: [F:1][C:2]1[CH:7]=[CH:6][C:5]([N+:8]([O-:10])=[O:9])=[CH:4][C:3]=1[C@:11]([NH:16][S@@:17]([C:19]([CH3:22])([CH3:21])[CH3:20])=[O:18])([CH3:15])[CH2:12][CH:13]=[O:14].